Dataset: Forward reaction prediction with 1.9M reactions from USPTO patents (1976-2016). Task: Predict the product of the given reaction. (1) The product is: [CH2:1]([N:8]1[CH2:14][CH:24]([C:22]2[CH:23]=[C:18]([F:17])[C:19]([F:30])=[CH:20][C:21]=2[F:29])[CH:25]([N+:26]([O-:28])=[O:27])[CH2:9]1)[C:2]1[CH:7]=[CH:6][CH:5]=[CH:4][CH:3]=1. Given the reactants [CH2:1]([N:8]([CH2:14]C#N)[CH2:9][Si](C)(C)C)[C:2]1[CH:7]=[CH:6][CH:5]=[CH:4][CH:3]=1.[F:17][C:18]1[CH:23]=[C:22](/[CH:24]=[CH:25]/[N+:26]([O-:28])=[O:27])[C:21]([F:29])=[CH:20][C:19]=1[F:30], predict the reaction product. (2) Given the reactants [CH3:1][C:2]1[CH:7]=[CH:6][C:5]([S:8]([CH2:11][CH:12]([CH2:15][CH2:16][CH2:17][CH3:18])[CH:13]=[O:14])(=[O:10])=[O:9])=[CH:4][CH:3]=1.O[CH2:20][CH2:21][CH:22]=[CH2:23].C1(C)C=CC(S(O)(=O)=O)=CC=1, predict the reaction product. The product is: [CH2:15]([C:12]([CH2:11][S:8]([C:5]1[CH:4]=[CH:3][C:2]([CH3:1])=[CH:7][CH:6]=1)(=[O:10])=[O:9])([CH2:20]/[CH:21]=[CH:22]/[CH3:23])[CH:13]=[O:14])[CH2:16][CH2:17][CH3:18]. (3) Given the reactants Br[C:2]1[S:3][C:4]([CH3:7])=[CH:5][CH:6]=1.[CH2:8]([C:11]1[CH:16]=[CH:15][C:14]([C:17]2[CH:22]=[C:21]([F:23])[C:20](B(O)O)=[C:19]([F:27])[CH:18]=2)=[CH:13][CH:12]=1)[CH2:9][CH3:10].C(=O)([O-])[O-].[Na+].[Na+], predict the reaction product. The product is: [F:23][C:21]1[CH:22]=[C:17]([C:14]2[CH:15]=[CH:16][C:11]([CH2:8][CH2:9][CH3:10])=[CH:12][CH:13]=2)[CH:18]=[C:19]([F:27])[C:20]=1[C:2]1[S:3][C:4]([CH3:7])=[CH:5][CH:6]=1. (4) Given the reactants [O:1]=[C:2]1[CH2:11][CH2:10][C:5]2([O:9][CH2:8][CH2:7][O:6]2)[CH2:4][CH:3]1[C:12]([O:14][CH3:15])=[O:13].C(O[CH:21](N(C)C)[N:22]([CH3:24])[CH3:23])(C)(C)C, predict the reaction product. The product is: [CH3:21][N:22]([CH3:24])[CH:23]=[C:11]1[CH2:10][C:5]2([O:9][CH2:8][CH2:7][O:6]2)[CH2:4][CH:3]([C:12]([O:14][CH3:15])=[O:13])[C:2]1=[O:1]. (5) The product is: [Cl:18][C:3]1[C:2]([C:26]2[CH:25]=[CH:24][C:21]([C:22]#[N:23])=[C:20]([Cl:19])[CH:27]=2)=[CH:7][N:6]=[CH:5][C:4]=1[CH:8]([CH:15]1[CH2:17][CH2:16]1)[N:9]([CH3:14])[S:10]([CH3:13])(=[O:12])=[O:11]. Given the reactants Br[C:2]1[C:3]([Cl:18])=[C:4]([CH:8]([CH:15]2[CH2:17][CH2:16]2)[N:9]([CH3:14])[S:10]([CH3:13])(=[O:12])=[O:11])[CH:5]=[N:6][CH:7]=1.[Cl:19][C:20]1[CH:27]=[C:26](B2OC(C)(C)C(C)(C)O2)[CH:25]=[CH:24][C:21]=1[C:22]#[N:23].C(Cl)Cl.C([O-])([O-])=O.[Na+].[Na+], predict the reaction product.